From a dataset of Forward reaction prediction with 1.9M reactions from USPTO patents (1976-2016). Predict the product of the given reaction. Given the reactants [Cl:1][C:2]1[CH:8]=[C:7]([C:9]2[CH2:18][CH2:17][C:12]3([O:16][CH2:15][CH2:14][O:13]3)[CH2:11][CH:10]=2)[CH:6]=[CH:5][C:3]=1[NH2:4], predict the reaction product. The product is: [Cl:1][C:2]1[CH:8]=[C:7]([CH:9]2[CH2:10][CH2:11][C:12]3([O:13][CH2:14][CH2:15][O:16]3)[CH2:17][CH2:18]2)[CH:6]=[CH:5][C:3]=1[NH2:4].